Dataset: Full USPTO retrosynthesis dataset with 1.9M reactions from patents (1976-2016). Task: Predict the reactants needed to synthesize the given product. (1) Given the product [NH2:1][C:2]1[CH:3]=[C:4]([Br:9])[N:5]=[CH:6][C:7]=1/[CH:12]=[CH:11]/[C:10]([O:14][CH2:15][CH3:16])=[O:13], predict the reactants needed to synthesize it. The reactants are: [NH2:1][C:2]1[C:7](I)=[CH:6][N:5]=[C:4]([Br:9])[CH:3]=1.[C:10]([O:14][CH2:15][CH3:16])(=[O:13])[CH:11]=[CH2:12].C(N(CC)CC)C. (2) Given the product [OH:26][NH:28][C:21]([C:19]1[CH:18]=[CH:17][C:14]2[C@H:15]3[CH2:16][C@@H:11]([O:12][C:13]=2[CH:20]=1)[CH2:10][N:9]3[C:7]([CH:4]1[CH2:5][CH2:6][O:1][CH2:2][CH2:3]1)=[O:8])=[O:23], predict the reactants needed to synthesize it. The reactants are: [O:1]1[CH2:6][CH2:5][CH:4]([C:7]([N:9]2[C@@H:15]3[CH2:16][C@@H:11]([O:12][C:13]4[CH:20]=[C:19]([C:21]([O:23]CC)=O)[CH:18]=[CH:17][C:14]=43)[CH2:10]2)=[O:8])[CH2:3][CH2:2]1.[OH-:26].[Na+].[NH2:28]O. (3) Given the product [Cl:10][C:4]1[C:3]([CH3:11])=[CH:2][CH:7]=[C:6]([Cl:8])[C:5]=1[OH:9], predict the reactants needed to synthesize it. The reactants are: Br[C:2]1[CH:7]=[C:6]([Cl:8])[C:5]([OH:9])=[C:4]([Cl:10])[C:3]=1[CH3:11].[OH-].[Na+]. (4) The reactants are: [CH:1]([O:4][C:5]1[C:13]([CH3:14])=[CH:12][CH:11]=[CH:10][C:6]=1[C:7]([OH:9])=O)([CH3:3])[CH3:2].[CH2:15]([O:17][C:18]([C:20]1([NH2:31])[CH2:28][C:27]2[C:22](=[CH:23][C:24]([CH3:30])=[C:25]([CH3:29])[CH:26]=2)[CH2:21]1)=[O:19])[CH3:16].CN(C(ON1N=NC2C=CC=NC1=2)=[N+](C)C)C.F[P-](F)(F)(F)(F)F.CCN(C(C)C)C(C)C. Given the product [CH2:15]([O:17][C:18]([C:20]1([NH:31][C:7](=[O:9])[C:6]2[CH:10]=[CH:11][CH:12]=[C:13]([CH3:14])[C:5]=2[O:4][CH:1]([CH3:2])[CH3:3])[CH2:28][C:27]2[C:22](=[CH:23][C:24]([CH3:30])=[C:25]([CH3:29])[CH:26]=2)[CH2:21]1)=[O:19])[CH3:16], predict the reactants needed to synthesize it.